From a dataset of Reaction yield outcomes from USPTO patents with 853,638 reactions. Predict the reaction yield, written as a fraction of the theoretical maximum amount of product (1.0 means a 100% yield; for example, 0.34 means a 34% yield). The reactants are [C:1]1([CH3:17])[CH:6]=[CH:5][C:4]([S:7]([N:10]2[CH:14]=[CH:13][C:12]([CH2:15][OH:16])=[CH:11]2)(=[O:9])=[O:8])=[CH:3][CH:2]=1.CCCCCC.C(OCC)(=O)C. The catalyst is C(Cl)(Cl)Cl.[O-2].[O-2].[Mn+4]. The product is [C:1]1([CH3:17])[CH:2]=[CH:3][C:4]([S:7]([N:10]2[CH:14]=[CH:13][C:12]([CH:15]=[O:16])=[CH:11]2)(=[O:9])=[O:8])=[CH:5][CH:6]=1. The yield is 0.510.